Dataset: Peptide-MHC class I binding affinity with 185,985 pairs from IEDB/IMGT. Task: Regression. Given a peptide amino acid sequence and an MHC pseudo amino acid sequence, predict their binding affinity value. This is MHC class I binding data. The MHC is HLA-A68:02 with pseudo-sequence HLA-A68:02. The binding affinity (normalized) is 0.124. The peptide sequence is RLEVIGLTT.